From a dataset of Peptide-MHC class I binding affinity with 185,985 pairs from IEDB/IMGT. Regression. Given a peptide amino acid sequence and an MHC pseudo amino acid sequence, predict their binding affinity value. This is MHC class I binding data. The peptide sequence is TTGIGYQPY. The MHC is HLA-A29:02 with pseudo-sequence HLA-A29:02. The binding affinity (normalized) is 0.468.